From a dataset of Forward reaction prediction with 1.9M reactions from USPTO patents (1976-2016). Predict the product of the given reaction. (1) Given the reactants [NH2:1][C:2]([CH3:6])([CH3:5])[CH2:3][OH:4].[C:7]([C:11]1[CH:19]=[CH:18][C:14]([C:15](Cl)=[O:16])=[CH:13][CH:12]=1)([CH3:10])([CH3:9])[CH3:8], predict the reaction product. The product is: [C:7]([C:11]1[CH:12]=[CH:13][C:14]([C:15]([NH:1][C:2]([CH3:6])([CH3:5])[CH2:3][OH:4])=[O:16])=[CH:18][CH:19]=1)([CH3:10])([CH3:8])[CH3:9]. (2) Given the reactants [F:1][C:2]1[CH:7]=[C:6]([F:8])[CH:5]=[CH:4][C:3]=1[C:9]1[CH:14]=[CH:13][CH:12]=[CH:11][C:10]=1[C:15](=O)[CH3:16].C([O-])(=O)C.[NH4+].C([BH3-])#[N:24].[Na+], predict the reaction product. The product is: [F:1][C:2]1[CH:7]=[C:6]([F:8])[CH:5]=[CH:4][C:3]=1[C:9]1[CH:14]=[CH:13][CH:12]=[CH:11][C:10]=1[CH:15]([NH2:24])[CH3:16]. (3) Given the reactants [NH2:1][C:2]1[CH:7]=[CH:6][C:5]([C:8]2[NH:9][C:10]([CH:13]3[N:21]4[C:16](=[CH:17][C:18]([C:23]5[CH:28]=[C:27]([Cl:29])[CH:26]=[CH:25][C:24]=5[N:30]5[CH:34]=[N:33][N:32]=[N:31]5)=[CH:19][C:20]4=[O:22])[CH2:15][CH2:14]3)=[N:11][N:12]=2)=[CH:4][CH:3]=1.Cl[C:36]([O:38][CH3:39])=[O:37], predict the reaction product. The product is: [CH3:39][O:38][C:36](=[O:37])[NH:1][C:2]1[CH:7]=[CH:6][C:5]([C:8]2[NH:9][C:10]([CH:13]3[N:21]4[C:16](=[CH:17][C:18]([C:23]5[CH:28]=[C:27]([Cl:29])[CH:26]=[CH:25][C:24]=5[N:30]5[CH:34]=[N:33][N:32]=[N:31]5)=[CH:19][C:20]4=[O:22])[CH2:15][CH2:14]3)=[N:11][N:12]=2)=[CH:4][CH:3]=1. (4) Given the reactants CC([Si](C1C=CC=CC=1)(C1C=CC=CC=1)[O:6][C:7]1[C:36]([O:37][CH3:38])=[CH:35][C:10]2[N:11]([C:14]3[S:18][C:17]([C:19]([O:21][CH3:22])=[O:20])=[C:16]([O:23][CH2:24][C:25]4[CH:30]=[CH:29][CH:28]=[CH:27][C:26]=4[C:31]([F:34])([F:33])[F:32])[CH:15]=3)[CH:12]=[N:13][C:9]=2[CH:8]=1)(C)C.[F-].C([N+](CCCC)(CCCC)CCCC)CCC, predict the reaction product. The product is: [OH:6][C:7]1[C:36]([O:37][CH3:38])=[CH:35][C:10]2[N:11]([C:14]3[S:18][C:17]([C:19]([O:21][CH3:22])=[O:20])=[C:16]([O:23][CH2:24][C:25]4[CH:30]=[CH:29][CH:28]=[CH:27][C:26]=4[C:31]([F:34])([F:33])[F:32])[CH:15]=3)[CH:12]=[N:13][C:9]=2[CH:8]=1. (5) The product is: [Cl:1][C:2]1[N:7]=[C:6]([NH:26][CH2:25][CH2:24][CH2:23][O:22][CH3:21])[C:5]([N+:9]([O-:11])=[O:10])=[CH:4][N:3]=1. Given the reactants [Cl:1][C:2]1[N:7]=[C:6](Cl)[C:5]([N+:9]([O-:11])=[O:10])=[CH:4][N:3]=1.C(N(CC)C(C)C)(C)C.[CH3:21][O:22][CH2:23][CH2:24][CH2:25][NH2:26], predict the reaction product. (6) Given the reactants Br[C:2]1[CH:3]=[C:4]([C:8]2[O:12][CH:11]=[N:10][CH:9]=2)[CH:5]=[CH:6][CH:7]=1.[CH3:13][O:14][C:15]1[C:20](B(O)O)=[CH:19][CH:18]=[CH:17][N:16]=1.C([O-])([O-])=O.[K+].[K+], predict the reaction product. The product is: [CH3:13][O:14][CH:15]1[C:20]([C:2]2[CH:7]=[CH:6][CH:5]=[C:4]([C:8]3[O:12][CH:11]=[N:10][CH:9]=3)[CH:3]=2)=[CH:19][CH:18]=[CH:17][NH:16]1. (7) Given the reactants Br[C:2]1[O:6][C:5]([C:7]2[CH:14]=[CH:13][C:10]([C:11]#[N:12])=[CH:9][N:8]=2)=[CH:4][CH:3]=1.[Br-].[C:16]([C:18]1[CH:25]=[CH:24][C:21]([CH2:22][Zn+])=[CH:20][CH:19]=1)#[N:17], predict the reaction product. The product is: [C:16]([C:18]1[CH:25]=[CH:24][C:21]([CH2:22][C:2]2[O:6][C:5]([C:7]3[CH:14]=[CH:13][C:10]([C:11]#[N:12])=[CH:9][N:8]=3)=[CH:4][CH:3]=2)=[CH:20][CH:19]=1)#[N:17].